The task is: Regression. Given two drug SMILES strings and cell line genomic features, predict the synergy score measuring deviation from expected non-interaction effect.. This data is from NCI-60 drug combinations with 297,098 pairs across 59 cell lines. Drug 1: C1=CC(=CC=C1CC(C(=O)O)N)N(CCCl)CCCl.Cl. Drug 2: CC1CCC2CC(C(=CC=CC=CC(CC(C(=O)C(C(C(=CC(C(=O)CC(OC(=O)C3CCCCN3C(=O)C(=O)C1(O2)O)C(C)CC4CCC(C(C4)OC)OCCO)C)C)O)OC)C)C)C)OC. Cell line: CAKI-1. Synergy scores: CSS=28.7, Synergy_ZIP=-15.5, Synergy_Bliss=-8.23, Synergy_Loewe=-3.07, Synergy_HSA=-1.58.